The task is: Predict the product of the given reaction.. This data is from Forward reaction prediction with 1.9M reactions from USPTO patents (1976-2016). (1) The product is: [CH3:32][C:33]1([CH3:44])[O:34][CH2:35][C:36]([CH2:42][O:43][C:47]2[C:48]([CH3:69])=[CH:49][C:50]([C:52]3[N:56]=[C:55]([C:57]4[S:64][C:63]([CH3:65])=[C:62]5[C:58]=4[CH2:59][C@H:60]4[C:66]([CH3:67])([CH3:68])[C@H:61]45)[O:54][N:53]=3)=[CH:51][C:46]=2[CH3:45])([N+:39]([O-:41])=[O:40])[CH2:37][O:38]1. Given the reactants C1(P(C2C=CC=CC=2)C2C=CC=CC=2)C=CC=CC=1.CCOC(/N=N/C(OCC)=O)=O.[CH3:32][C:33]1([CH3:44])[O:38][CH2:37][C:36]([CH2:42][OH:43])([N+:39]([O-:41])=[O:40])[CH2:35][O:34]1.[CH3:45][C:46]1[CH:51]=[C:50]([C:52]2[N:56]=[C:55]([C:57]3[S:64][C:63]([CH3:65])=[C:62]4[C:58]=3[CH2:59][C@H:60]3[C:66]([CH3:68])([CH3:67])[C@H:61]34)[O:54][N:53]=2)[CH:49]=[C:48]([CH3:69])[C:47]=1O, predict the reaction product. (2) Given the reactants [F:1][C:2]1[CH:30]=[CH:29][CH:28]=[C:27]([F:31])[C:3]=1[O:4][C:5]1[CH:10]=[CH:9][C:8]([C:11]2[C:19]3[C:14](=[N:15][CH:16]=[N:17][C:18]=3[NH2:20])[N:13]([CH2:21][C@H:22]3[CH2:26][CH2:25][CH2:24][NH:23]3)[N:12]=2)=[CH:7][CH:6]=1.[C:32]([CH2:34][C:35](O)=[O:36])#[N:33], predict the reaction product. The product is: [NH2:20][C:18]1[N:17]=[CH:16][N:15]=[C:14]2[N:13]([CH2:21][C@H:22]3[CH2:26][CH2:25][CH2:24][N:23]3[C:35](=[O:36])[CH2:34][C:32]#[N:33])[N:12]=[C:11]([C:8]3[CH:7]=[CH:6][C:5]([O:4][C:3]4[C:27]([F:31])=[CH:28][CH:29]=[CH:30][C:2]=4[F:1])=[CH:10][CH:9]=3)[C:19]=12. (3) Given the reactants [CH3:1][CH:2]([O:4][C:5]([CH2:7][CH2:8][CH2:9]/[CH:10]=[CH:11]\[CH2:12][C@@H:13]1[C@@H:17]([CH2:18][CH2:19][C@@H:20]([OH:29])[CH2:21][CH2:22][C:23]2[CH:28]=[CH:27][CH:26]=[CH:25][CH:24]=2)[C@H:16]([OH:30])[CH2:15][C@@H:14]1[OH:31])=[O:6])C.[CH2:32]([CH:35](CC#C)CO)[C:33]#C.CN(C(ON1N=N[C:51]2C=CC=[CH:55][C:50]1=2)=[N+](C)C)C.F[P-](F)(F)(F)(F)F.C(N(CC)CC)C, predict the reaction product. The product is: [OH:30][C@@H:16]1[CH2:15][C@H:14]([OH:31])[C@H:13]([CH2:12]/[CH:11]=[CH:10]\[CH2:9][CH2:8][CH2:7][C:5]([O:4][CH2:2][CH:1]([CH2:55][C:50]#[CH:51])[CH2:35][C:32]#[CH:33])=[O:6])[C@H:17]1[CH2:18][CH2:19][C@@H:20]([OH:29])[CH2:21][CH2:22][C:23]1[CH:24]=[CH:25][CH:26]=[CH:27][CH:28]=1. (4) The product is: [Cl:1][C:2]1[CH:7]=[CH:6][C:5]([NH:8][C:9]([CH:11]2[CH2:16][C:15](=[O:17])[CH2:14][NH:13][CH2:12]2)=[O:10])=[CH:4][CH:3]=1. Given the reactants [Cl:1][C:2]1[CH:7]=[CH:6][C:5]([NH:8][C:9]([CH:11]2[CH2:16][C:15](=[O:17])[CH2:14][N:13](C(OC(C)(C)C)=O)[CH2:12]2)=[O:10])=[CH:4][CH:3]=1.Cl, predict the reaction product. (5) Given the reactants FC(F)(F)C([N:5]1[CH2:11][CH:10]([CH3:12])[C:9]2[CH:13]=[C:14]([Br:25])[C:15]([O:17][CH2:18][C:19]3[CH:24]=[CH:23][CH:22]=[CH:21][CH:20]=3)=[CH:16][C:8]=2[CH2:7][CH2:6]1)=O.[OH-].[Na+], predict the reaction product. The product is: [CH2:18]([O:17][C:15]1[C:14]([Br:25])=[CH:13][C:9]2[CH:10]([CH3:12])[CH2:11][NH:5][CH2:6][CH2:7][C:8]=2[CH:16]=1)[C:19]1[CH:20]=[CH:21][CH:22]=[CH:23][CH:24]=1.